From a dataset of Catalyst prediction with 721,799 reactions and 888 catalyst types from USPTO. Predict which catalyst facilitates the given reaction. (1) The catalyst class is: 12. Product: [CH3:15][O:14][C:12]([NH:1][C@@H:2]([CH:6]([CH3:8])[CH3:7])[C:3]([OH:5])=[O:4])=[O:13]. Reactant: [NH2:1][C@@H:2]([CH:6]([CH3:8])[CH3:7])[C:3]([OH:5])=[O:4].[OH-].[Na+].Cl[C:12]([O:14][CH3:15])=[O:13]. (2) Reactant: [NH2:1][C:2]1[C:11]([CH2:12][CH:13]2[CH2:18][CH2:17][O:16][CH2:15][CH2:14]2)=[CH:10][C:9]2[C:4](=[CH:5][C:6]([F:28])=[C:7]([S:19][C:20]3[CH:21]=[C:22]([CH:25]=[CH:26][CH:27]=3)[CH:23]=O)[CH:8]=2)[N:3]=1.[CH2:29]([O:31][C:32]1[CH:39]=[CH:38][CH:37]=[CH:36][C:33]=1[CH2:34][NH2:35])[CH3:30].[BH4-].[Na+].[OH-].[Na+]. Product: [CH2:29]([O:31][C:32]1[CH:39]=[CH:38][CH:37]=[CH:36][C:33]=1[CH2:34][NH:35][CH2:23][C:22]1[CH:21]=[C:20]([S:19][C:7]2[CH:8]=[C:9]3[C:4](=[CH:5][C:6]=2[F:28])[N:3]=[C:2]([NH2:1])[C:11]([CH2:12][CH:13]2[CH2:18][CH2:17][O:16][CH2:15][CH2:14]2)=[CH:10]3)[CH:27]=[CH:26][CH:25]=1)[CH3:30]. The catalyst class is: 5. (3) Reactant: [CH3:1][N:2]([CH3:23])[CH:3]([C:5]1[CH:6]=[CH:7][C:8]2[C:17]3[NH:16][CH2:15][CH2:14][CH2:13][C:12]=3[C:11](=[O:18])[N:10](COC)[C:9]=2[CH:22]=1)[CH3:4].[ClH:24]. Product: [ClH:24].[ClH:24].[CH3:23][N:2]([CH3:1])[CH:3]([C:5]1[CH:6]=[CH:7][C:8]2[C:17]3[NH:16][CH2:15][CH2:14][CH2:13][C:12]=3[C:11](=[O:18])[NH:10][C:9]=2[CH:22]=1)[CH3:4]. The catalyst class is: 8.